This data is from Peptide-MHC class I binding affinity with 185,985 pairs from IEDB/IMGT. The task is: Regression. Given a peptide amino acid sequence and an MHC pseudo amino acid sequence, predict their binding affinity value. This is MHC class I binding data. (1) The peptide sequence is SDVTNRLEI. The MHC is HLA-A68:02 with pseudo-sequence HLA-A68:02. The binding affinity (normalized) is 0. (2) The peptide sequence is HAEQGLIQY. The MHC is HLA-A29:02 with pseudo-sequence HLA-A29:02. The binding affinity (normalized) is 0.0847.